Task: Predict the product of the given reaction.. Dataset: Forward reaction prediction with 1.9M reactions from USPTO patents (1976-2016) (1) The product is: [ClH:27].[OH:1]/[N:2]=[C:3]1/[C@H:7]([CH2:8][NH:9][C:10](=[O:11])[O:12][CH2:13][C:14]2[CH:19]=[CH:18][CH:17]=[CH:16][CH:15]=2)[CH2:6][NH:5][CH2:4]/1. Given the reactants [OH:1]/[N:2]=[C:3]1\[CH2:4][N:5](C(OC(C)(C)C)=O)[CH2:6][C@H:7]\1[CH2:8][NH:9][C:10]([O:12][CH2:13][C:14]1[CH:19]=[CH:18][CH:17]=[CH:16][CH:15]=1)=[O:11].[ClH:27].O1CCOCC1, predict the reaction product. (2) Given the reactants [Cl:1][C:2]1[C:3](=[O:14])O[C:5](=[O:13])[C:6]=1[C:7]1[CH:12]=[CH:11][CH:10]=[CH:9][CH:8]=1.[NH2:15][CH2:16][C:17]1[CH:26]=[CH:25][C:20]([C:21]([O:23][CH3:24])=[O:22])=[CH:19][CH:18]=1, predict the reaction product. The product is: [Cl:1][C:2]1[C:3](=[O:14])[N:15]([CH2:16][C:17]2[CH:18]=[CH:19][C:20]([C:21]([O:23][CH3:24])=[O:22])=[CH:25][CH:26]=2)[C:5](=[O:13])[C:6]=1[C:7]1[CH:8]=[CH:9][CH:10]=[CH:11][CH:12]=1. (3) Given the reactants [CH3:1][N:2]([CH3:10])[C:3]1[S:4][C:5]([CH:8]=O)=[CH:6][N:7]=1.[CH:11]1([C@@H:14]([NH2:16])[CH3:15])[CH2:13][CH2:12]1.[BH4-].[Na+], predict the reaction product. The product is: [CH:11]1([C@@H:14]([NH:16][CH2:8][C:5]2[S:4][C:3]([N:2]([CH3:10])[CH3:1])=[N:7][CH:6]=2)[CH3:15])[CH2:13][CH2:12]1. (4) The product is: [CH3:26][O:27][C:28](=[O:31])[CH2:29][NH:30][C:15]([C:12]1[S:11][C:10]([NH:9][C:8]([N:7]([CH:19]2[CH2:24][CH2:23][CH2:22][CH2:21][CH2:20]2)[CH:1]2[CH2:6][CH2:5][CH2:4][CH2:3][CH2:2]2)=[O:18])=[N:14][CH:13]=1)=[O:16]. Given the reactants [CH:1]1([N:7]([CH:19]2[CH2:24][CH2:23][CH2:22][CH2:21][CH2:20]2)[C:8](=[O:18])[NH:9][C:10]2[S:11][C:12]([C:15](O)=[O:16])=[CH:13][N:14]=2)[CH2:6][CH2:5][CH2:4][CH2:3][CH2:2]1.Cl.[CH3:26][O:27][C:28](=[O:31])[CH2:29][NH2:30], predict the reaction product.